Task: Predict the product of the given reaction.. Dataset: Forward reaction prediction with 1.9M reactions from USPTO patents (1976-2016) (1) Given the reactants [CH:1]1[C:6]([CH:7]([OH:11])[C:8]([OH:10])=[O:9])=[CH:5][CH:4]=[C:3]([OH:12])[CH:2]=1.OS(O)(=O)=O.[CH3:18]O, predict the reaction product. The product is: [CH3:18][O:9][C:8](=[O:10])[CH:7]([OH:11])[C:6]1[CH:5]=[CH:4][C:3]([OH:12])=[CH:2][CH:1]=1. (2) Given the reactants [OH-].[Na+:2].[CH3:3][N:4]([CH3:15])[C:5]1[N:6]=[CH:7][C:8]([C:11]([O:13]C)=[O:12])=[N:9][CH:10]=1, predict the reaction product. The product is: [CH3:3][N:4]([CH3:15])[C:5]1[N:6]=[CH:7][C:8]([C:11]([O-:13])=[O:12])=[N:9][CH:10]=1.[Na+:2]. (3) Given the reactants [Cl-].[F:2][C:3]1[C:12]2[C:7](=[CH:8][CH:9]=[CH:10][CH:11]=2)[CH:6]=[CH:5][C:4]=1[O:13][CH2:14][CH2:15][NH3+:16].[N:17]1[CH:22]=[CH:21][CH:20]=[CH:19][C:18]=1[CH:23]=O, predict the reaction product. The product is: [F:2][C:3]1[C:12]2[C:7](=[CH:8][CH:9]=[CH:10][CH:11]=2)[CH:6]=[CH:5][C:4]=1[O:13][CH2:14][CH2:15][NH:16][CH2:23][C:18]1[CH:19]=[CH:20][CH:21]=[CH:22][N:17]=1.